Dataset: Retrosynthesis with 50K atom-mapped reactions and 10 reaction types from USPTO. Task: Predict the reactants needed to synthesize the given product. (1) Given the product Cc1cccc(-c2sc(C)nc2C(=O)N2C[C@@H]3CC(C)C[C@@H]3[C@H]2CNC(=O)c2nsc3ccccc23)c1, predict the reactants needed to synthesize it. The reactants are: CC1C[C@@H]2[C@@H](CNC(=O)c3nsc4ccccc34)NC[C@@H]2C1.Cc1cccc(-c2sc(C)nc2C(=O)O)c1. (2) Given the product COc1ccc2ncn(CCO)c2c1, predict the reactants needed to synthesize it. The reactants are: COc1ccc(N)c(NCCO)c1.O=CO. (3) Given the product Cc1ccc2c(=O)n(CCN(C)C(=O)OC(C)(C)C)ccc2c1NC(=O)Cc1ccc(C(F)(F)F)c(F)c1, predict the reactants needed to synthesize it. The reactants are: Cc1ccc2c(=O)n(CCN(C)C(=O)OC(C)(C)C)ccc2c1N.O=C(O)Cc1ccc(C(F)(F)F)c(F)c1. (4) Given the product CCOC(=O)C1SC(c2ccccc2)=NN1C(=O)CCSC(C)=O, predict the reactants needed to synthesize it. The reactants are: CC(=O)SCCC(=O)Cl.CCOC(=O)C1NN=C(c2ccccc2)S1. (5) Given the product CNC(=O)CC1CSC2=C(C(=O)OC(C)C)C(C)CN21, predict the reactants needed to synthesize it. The reactants are: CN.COC(=O)CC1CSC2=C(C(=O)OC(C)C)C(C)CN21. (6) Given the product CN1CCC(=NN)CC1, predict the reactants needed to synthesize it. The reactants are: CN1CCC(=O)CC1.NN. (7) Given the product N#Cc1ccc(OCCCN2CCCCC2)cc1C(F)(F)F, predict the reactants needed to synthesize it. The reactants are: N#Cc1ccc(F)cc1C(F)(F)F.OCCCN1CCCCC1. (8) Given the product O=C(O)C[C@H](NC(=O)c1cc([N+](=O)[O-])cc([N+](=O)[O-])c1)c1ccccc1, predict the reactants needed to synthesize it. The reactants are: CCOC(=O)C[C@H](NC(=O)c1cc([N+](=O)[O-])cc([N+](=O)[O-])c1)c1ccccc1.